Dataset: Full USPTO retrosynthesis dataset with 1.9M reactions from patents (1976-2016). Task: Predict the reactants needed to synthesize the given product. (1) Given the product [C:21]([C:23]1[CH:31]=[CH:30][C:26]([C:27]([NH:1][C:2]2[C:3]([O:12][CH3:13])=[C:4]([CH:9]=[CH:10][CH:11]=2)[C:5]([O:7][CH3:8])=[O:6])=[O:28])=[CH:25][CH:24]=1)#[N:22], predict the reactants needed to synthesize it. The reactants are: [NH2:1][C:2]1[C:3]([O:12][CH3:13])=[C:4]([CH:9]=[CH:10][CH:11]=1)[C:5]([O:7][CH3:8])=[O:6].C(N(CC)CC)C.[C:21]([C:23]1[CH:31]=[CH:30][C:26]([C:27](Cl)=[O:28])=[CH:25][CH:24]=1)#[N:22]. (2) The reactants are: CS(Cl)(=O)=O.[Cl:6][C:7]1[CH:8]=[C:9]([CH:27]=[CH:28][C:29]=1[O:30][CH2:31][C:32]1[CH:37]=[CH:36][CH:35]=[C:34]([F:38])[CH:33]=1)[NH:10][C:11]1[C:16]([C:17]#[C:18][C:19]2[N:24]=[C:23]([CH2:25]O)[CH:22]=[CH:21][CH:20]=2)=[CH:15][N:14]=[CH:13][N:12]=1.[NH2:39][CH2:40][CH2:41][NH:42][C:43](=[O:45])[CH3:44].O. Given the product [Cl:6][C:7]1[CH:8]=[C:9]([CH:27]=[CH:28][C:29]=1[O:30][CH2:31][C:32]1[CH:37]=[CH:36][CH:35]=[C:34]([F:38])[CH:33]=1)[NH:10][C:11]1[C:16]([C:17]#[C:18][C:19]2[N:24]=[C:23]([CH2:25][NH:39][CH2:40][CH2:41][NH:42][C:43](=[O:45])[CH3:44])[CH:22]=[CH:21][CH:20]=2)=[CH:15][N:14]=[CH:13][N:12]=1, predict the reactants needed to synthesize it. (3) Given the product [F:48][C:49]1[CH:59]=[CH:58][C:57]([F:60])=[CH:56][C:50]=1[O:51][CH2:52][CH2:53][CH2:54][NH:55][C:27]1[CH:28]=[CH:29][C:24]([CH:23]2[CH2:22][CH2:21][N:20]([C:38]([O:40][CH2:41][C:42]3[CH:43]=[CH:44][CH:45]=[CH:46][CH:47]=3)=[O:39])[CH2:19][CH:18]2[O:17][CH2:16][C:13]2[CH:14]=[CH:15][C:10]3[O:9][CH2:8][CH2:7][N:6]([CH2:5][CH2:4][CH2:3][O:2][CH3:1])[C:11]=3[CH:12]=2)=[CH:25][CH:26]=1, predict the reactants needed to synthesize it. The reactants are: [CH3:1][O:2][CH2:3][CH2:4][CH2:5][N:6]1[C:11]2[CH:12]=[C:13]([CH2:16][O:17][CH:18]3[CH:23]([C:24]4[CH:29]=[CH:28][C:27](OS(C(F)(F)F)(=O)=O)=[CH:26][CH:25]=4)[CH2:22][CH2:21][N:20]([C:38]([O:40][CH2:41][C:42]4[CH:47]=[CH:46][CH:45]=[CH:44][CH:43]=4)=[O:39])[CH2:19]3)[CH:14]=[CH:15][C:10]=2[O:9][CH2:8][CH2:7]1.[F:48][C:49]1[CH:59]=[CH:58][C:57]([F:60])=[CH:56][C:50]=1[O:51][CH2:52][CH2:53][CH2:54][NH2:55].C(=O)([O-])O.[Na+]. (4) Given the product [CH:6]([C:5]1[N:20]([CH2:22][C:23]([O:25][CH2:26][CH3:27])=[O:24])[N:2]=[CH:3][CH:4]=1)=[O:9], predict the reactants needed to synthesize it. The reactants are: C[N:2](C)[CH:3]=[CH:4][C:5](=O)[CH:6]([O:9]C)OC.C(N(CC)CC)C.[NH:20]([CH2:22][C:23]([O:25][CH2:26][CH3:27])=[O:24])N.Cl.C(=O)(O)[O-].[Na+]. (5) Given the product [C:1]([O:6][CH3:7])(=[O:5])[C:2]([CH3:4])=[CH2:3].[CH2:8]([O:15][C:16](=[O:20])[C:17]([CH3:19])=[CH2:18])[C:9]1[CH:14]=[CH:13][CH:12]=[CH:11][CH:10]=1.[C:21]([OH:26])(=[O:25])[C:22]([CH3:24])=[CH2:23], predict the reactants needed to synthesize it. The reactants are: [C:1]([O:6][CH3:7])(=[O:5])[C:2]([CH3:4])=[CH2:3].[CH2:8]([O:15][C:16](=[O:20])[C:17]([CH3:19])=[CH2:18])[C:9]1[CH:14]=[CH:13][CH:12]=[CH:11][CH:10]=1.[C:21]([O-:26])(=[O:25])[C:22]([CH3:24])=[CH2:23].C(O)(=O)C(C)=C.N(C(C)(C)C(OC)=O)=NC(C)(C)C(OC)=O.